Dataset: Peptide-MHC class I binding affinity with 185,985 pairs from IEDB/IMGT. Task: Regression. Given a peptide amino acid sequence and an MHC pseudo amino acid sequence, predict their binding affinity value. This is MHC class I binding data. (1) The peptide sequence is AINSEMFLR. The MHC is HLA-B35:01 with pseudo-sequence HLA-B35:01. The binding affinity (normalized) is 0. (2) The peptide sequence is GQRVYSWVY. The MHC is HLA-A02:06 with pseudo-sequence HLA-A02:06. The binding affinity (normalized) is 0.0847. (3) The peptide sequence is AIIRILQQL. The MHC is HLA-A02:06 with pseudo-sequence HLA-A02:06. The binding affinity (normalized) is 0.806. (4) The peptide sequence is APLAHRLGM. The MHC is HLA-A30:01 with pseudo-sequence HLA-A30:01. The binding affinity (normalized) is 0.0847.